From a dataset of Forward reaction prediction with 1.9M reactions from USPTO patents (1976-2016). Predict the product of the given reaction. (1) Given the reactants S(Cl)(Cl)=O.C[O:6][C:7]1[C:12]([C:13]2[CH:18]=[CH:17][C:16]([N+:19]([O-:21])=[O:20])=[C:15]([O:22][CH3:23])[CH:14]=2)=[N:11][CH:10]=[CH:9][N:8]=1, predict the reaction product. The product is: [CH3:23][O:22][C:15]1[CH:14]=[C:13]([C:12]2[C:7](=[O:6])[NH:8][CH:9]=[CH:10][N:11]=2)[CH:18]=[CH:17][C:16]=1[N+:19]([O-:21])=[O:20]. (2) Given the reactants [CH3:19][C:15]1[CH:14]=C[C:18](S([O-])(=[O:9])=[O:9])=[CH:17][CH:16]=1.C[N+]1[CH:18]=[CH:17][CH:16]=[C:15]([CH3:19])[C:14]=1F.[C:21]([OH:24])(=S)C, predict the reaction product. The product is: [CH3:21][O:24][CH2:18][CH2:17][CH:16]([OH:9])[CH:15]([CH3:19])[CH3:14]. (3) Given the reactants C[O:2][C:3](=[O:40])[C:4]1[CH:9]=[CH:8][C:7]([N:10]([CH2:12][CH2:13][C:14]2[C:22]3[C:17](=[CH:18][CH:19]=[C:20]([Cl:23])[CH:21]=3)[N:16]([CH:24]([C:31]3[CH:36]=[CH:35][CH:34]=[CH:33][CH:32]=3)[C:25]3[CH:30]=[CH:29][CH:28]=[CH:27][CH:26]=3)[C:15]=2[CH2:37][CH2:38][NH2:39])[CH3:11])=[CH:6][CH:5]=1.[CH3:41][O:42][C:43]1[CH:48]=[CH:47][CH:46]=[CH:45][C:44]=1[S:49](Cl)(=[O:51])=[O:50], predict the reaction product. The product is: [CH:24]([N:16]1[C:17]2[C:22](=[CH:21][C:20]([Cl:23])=[CH:19][CH:18]=2)[C:14]([CH2:13][CH2:12][N:10]([CH3:11])[C:7]2[CH:6]=[CH:5][C:4]([C:3]([OH:2])=[O:40])=[CH:9][CH:8]=2)=[C:15]1[CH2:37][CH2:38][NH:39][S:49]([C:44]1[CH:45]=[CH:46][CH:47]=[CH:48][C:43]=1[O:42][CH3:41])(=[O:51])=[O:50])([C:25]1[CH:26]=[CH:27][CH:28]=[CH:29][CH:30]=1)[C:31]1[CH:32]=[CH:33][CH:34]=[CH:35][CH:36]=1. (4) The product is: [CH3:24][O:23][CH2:22][CH2:21][O:20][CH2:19][CH2:18][C:10]([S:5][CH2:4][C@@H:3]([C:6]([OH:8])=[O:7])[NH2:2])=[O:11]. Given the reactants Cl.[NH2:2][C@H:3]([C:6]([OH:8])=[O:7])[CH2:4][SH:5].C[CH2:10][O:11]CC.ClC(O[CH2:18][CH2:19][O:20][CH2:21][CH2:22][O:23][CH3:24])=O, predict the reaction product. (5) The product is: [CH:3]1([O:9][CH2:10][C:11]([NH2:1])=[O:12])[CH2:8][CH2:7][CH2:6][CH2:5][CH2:4]1. Given the reactants [NH4+:1].[OH-].[CH:3]1([O:9][CH2:10][C:11](Cl)=[O:12])[CH2:8][CH2:7][CH2:6][CH2:5][CH2:4]1, predict the reaction product. (6) Given the reactants Br[C:2]1[CH:7]=[CH:6][C:5]([C:8]2[N:12]=[C:11]([CH3:13])[O:10][N:9]=2)=[CH:4][CH:3]=1.[CH:14]1([NH:17][C:18](=[O:35])[C:19]2[CH:24]=[CH:23][C:22]([CH3:25])=[C:21](B3OC(C)(C)C(C)(C)O3)[CH:20]=2)[CH2:16][CH2:15]1, predict the reaction product. The product is: [CH:14]1([NH:17][C:18]([C:19]2[CH:24]=[C:23]([C:2]3[CH:7]=[CH:6][C:5]([C:8]4[N:12]=[C:11]([CH3:13])[O:10][N:9]=4)=[CH:4][CH:3]=3)[C:22]([CH3:25])=[CH:21][CH:20]=2)=[O:35])[CH2:15][CH2:16]1. (7) Given the reactants [Cl:1][C:2]1[N:7]=[C:6](Cl)[C:5]([O:9][CH2:10][CH:11]([OH:13])[CH3:12])=[C:4]([N:14]2[CH2:19][CH2:18][O:17][CH2:16][CH2:15]2)[N:3]=1.[H-].[Na+], predict the reaction product. The product is: [Cl:1][C:2]1[N:3]=[C:4]([N:14]2[CH2:19][CH2:18][O:17][CH2:16][CH2:15]2)[C:5]2[O:9][CH2:10][CH:11]([CH3:12])[O:13][C:6]=2[N:7]=1. (8) Given the reactants [NH2:1][C:2]1[CH:9]=[CH:8][C:5]([C:6]#[N:7])=[C:4]([Cl:10])[CH:3]=1.[C:11](Cl)(Cl)=[S:12].O, predict the reaction product. The product is: [Cl:10][C:4]1[CH:3]=[C:2]([N:1]=[C:11]=[S:12])[CH:9]=[CH:8][C:5]=1[C:6]#[N:7].